This data is from Catalyst prediction with 721,799 reactions and 888 catalyst types from USPTO. The task is: Predict which catalyst facilitates the given reaction. Reactant: [C:1]([C:3]1[C:4]2[CH2:22][CH2:21][C@H:20]([CH2:23][O:24][C:25](=[O:29])[NH:26][CH2:27][CH3:28])[CH2:19][C:5]=2[S:6][C:7]=1[NH:8][C:9](=[O:18])/[CH:10]=[CH:11]/[C:12]1[CH:13]=[N:14][CH:15]=[CH:16][CH:17]=1)#[N:2]. Product: [C:1]([C:3]1[C:4]2[CH2:22][CH2:21][C@H:20]([CH2:23][O:24][C:25](=[O:29])[NH:26][CH2:27][CH3:28])[CH2:19][C:5]=2[S:6][C:7]=1[NH:8][C:9](=[O:18])[CH2:10][CH2:11][C:12]1[CH:13]=[N:14][CH:15]=[CH:16][CH:17]=1)#[N:2]. The catalyst class is: 43.